Dataset: Catalyst prediction with 721,799 reactions and 888 catalyst types from USPTO. Task: Predict which catalyst facilitates the given reaction. (1) Reactant: [N:1]1[C:10]2[NH:9][CH2:8][CH2:7][CH2:6][C:5]=2[CH:4]=[CH:3][C:2]=1[CH2:11][CH2:12][C:13]#[N:14].O.[SH2:16].[Na].Cl.C(NCC)C. Product: [N:1]1[C:10]2[NH:9][CH2:8][CH2:7][CH2:6][C:5]=2[CH:4]=[CH:3][C:2]=1[CH2:11][CH2:12][C:13](=[S:16])[NH2:14]. The catalyst class is: 18. (2) Reactant: CC1(C)C(C)(C)OB([C:9]2[CH:14]=[CH:13][C:12]([C:15]3[S:16][CH:17]=[CH:18][C:19]=3[NH:20][S:21]([CH:24]([CH3:26])[CH3:25])(=[O:23])=[O:22])=[CH:11][CH:10]=2)O1.C(OC(=O)[C:32]1[CH:37]=[CH:36][C:35](I)=[CH:34][CH:33]=1)C.[C:40]([O-:43])([O-])=[O:41].[Na+].[Na+].O.CO[CH2:49][CH2:50]OC. Product: [CH2:49]([O:43][C:40]([C:11]1[CH:10]=[CH:9][C:14]([C:36]2[CH:37]=[CH:32][CH:33]=[CH:34][CH:35]=2)=[CH:13][C:12]=1[C:15]1[S:16][CH:17]=[CH:18][C:19]=1[NH:20][S:21]([CH:24]([CH3:25])[CH3:26])(=[O:22])=[O:23])=[O:41])[CH3:50]. The catalyst class is: 73. (3) Reactant: [CH3:1][O:2][C:3]1[CH:75]=[C:74]([O:76][CH3:77])[CH:73]=[C:72]([O:78][CH3:79])[C:4]=1/[CH:5]=[CH:6]/[CH:7]([S:31]([CH:34](/[CH:58]=[CH:59]/[C:60]1[C:65]([O:66][CH3:67])=[CH:64][C:63]([O:68][CH3:69])=[CH:62][C:61]=1[O:70][CH3:71])[C:35]1[CH:40]=[CH:39][C:38]([O:41][CH3:42])=[C:37]([NH:43][C:44](=[O:57])[C:45]2[CH:50]=[C:49]([N+:51]([O-])=O)[CH:48]=[C:47]([N+:54]([O-])=O)[CH:46]=2)[CH:36]=1)(=[O:33])=[O:32])[C:8]1[CH:13]=[CH:12][C:11]([O:14][CH3:15])=[C:10]([NH:16][C:17](=[O:30])[C:18]2[CH:23]=[C:22]([N+:24]([O-])=O)[CH:21]=[C:20]([N+:27]([O-])=O)[CH:19]=2)[CH:9]=1.S(S([O-])=O)([O-])=O.[Na+].[Na+].O. Product: [CH3:79][O:78][C:72]1[CH:73]=[C:74]([O:76][CH3:77])[CH:75]=[C:3]([O:2][CH3:1])[C:4]=1/[CH:5]=[CH:6]/[CH:7]([S:31]([CH:34](/[CH:58]=[CH:59]/[C:60]1[C:61]([O:70][CH3:71])=[CH:62][C:63]([O:68][CH3:69])=[CH:64][C:65]=1[O:66][CH3:67])[C:35]1[CH:40]=[CH:39][C:38]([O:41][CH3:42])=[C:37]([NH:43][C:44](=[O:57])[C:45]2[CH:50]=[C:49]([NH2:51])[CH:48]=[C:47]([NH2:54])[CH:46]=2)[CH:36]=1)(=[O:32])=[O:33])[C:8]1[CH:13]=[CH:12][C:11]([O:14][CH3:15])=[C:10]([NH:16][C:17](=[O:30])[C:18]2[CH:19]=[C:20]([NH2:27])[CH:21]=[C:22]([NH2:24])[CH:23]=2)[CH:9]=1. The catalyst class is: 283. (4) Reactant: C([Sn](CCCC)(CCCC)[C:6]1[CH:11]=[CH:10][CH:9]=[CH:8][N:7]=1)CCC.[N:20]([CH:23]([C:25]1[N:26]=[C:27]2[S:35][CH:34]=[C:33]([CH3:36])[N:28]2[C:29](=[O:32])[C:30]=1Br)[CH3:24])=[N+:21]=[N-:22]. Product: [N:20]([CH:23]([C:25]1[N:26]=[C:27]2[S:35][CH:34]=[C:33]([CH3:36])[N:28]2[C:29](=[O:32])[C:30]=1[C:6]1[CH:11]=[CH:10][CH:9]=[CH:8][N:7]=1)[CH3:24])=[N+:21]=[N-:22]. The catalyst class is: 77. (5) Reactant: [OH:1][C:2]1[C:3]([C:16]([O:18][CH3:19])=[O:17])=[C:4]([O:12][CH2:13][O:14][CH3:15])[C:5]2[C:10]([CH:11]=1)=[CH:9][CH:8]=[CH:7][CH:6]=2.C1(P(C2C=CC=CC=2)C2C=CC=CC=2)C=CC=CC=1.[C:39]([O:43][C:44]([NH:46][CH2:47][CH2:48][CH2:49][CH2:50]O)=[O:45])([CH3:42])([CH3:41])[CH3:40].CCOC(/N=N/C(OCC)=O)=O. Product: [C:39]([O:43][C:44]([NH:46][CH2:47][CH2:48][CH2:49][CH2:50][O:1][C:2]1[C:3]([C:16]([O:18][CH3:19])=[O:17])=[C:4]([O:12][CH2:13][O:14][CH3:15])[C:5]2[C:10]([CH:11]=1)=[CH:9][CH:8]=[CH:7][CH:6]=2)=[O:45])([CH3:42])([CH3:41])[CH3:40]. The catalyst class is: 1. (6) Reactant: [C:1]([O:5][C:6](=[O:28])[CH2:7][C@H:8]([C:18]1[O:22][N:21]=[C:20]([C:23]([O:25]CC)=O)[N:19]=1)[CH2:9][CH2:10][CH2:11][CH:12]1[CH2:17][CH2:16][CH2:15][CH2:14][CH2:13]1)([CH3:4])([CH3:3])[CH3:2].[CH3:29][N:30]1[CH2:35][CH2:34][NH:33][CH2:32][CH2:31]1. Product: [CH:12]1([CH2:11][CH2:10][CH2:9][C@@H:8]([C:18]2[O:22][N:21]=[C:20]([C:23]([N:33]3[CH2:34][CH2:35][N:30]([CH3:29])[CH2:31][CH2:32]3)=[O:25])[N:19]=2)[CH2:7][C:6]([O:5][C:1]([CH3:4])([CH3:2])[CH3:3])=[O:28])[CH2:17][CH2:16][CH2:15][CH2:14][CH2:13]1. The catalyst class is: 8. (7) The catalyst class is: 7. Reactant: [CH:1]1([CH2:4][O:5][C:6]2[CH:7]=[C:8]([CH:16]([N:21]3[C:29](=[O:30])[C:28]4[C:23](=[CH:24][CH:25]=[CH:26][CH:27]=4)[C:22]3=[O:31])[CH2:17][C:18](O)=[O:19])[CH:9]=[CH:10][C:11]=2[O:12][CH:13]([F:15])[F:14])[CH2:3][CH2:2]1.C(N1C=CN=C1)(N1C=CN=C1)=O.Cl.[NH2:45][OH:46].O. Product: [CH:1]1([CH2:4][O:5][C:6]2[CH:7]=[C:8]([CH:16]([N:21]3[C:29](=[O:30])[C:28]4[C:23](=[CH:24][CH:25]=[CH:26][CH:27]=4)[C:22]3=[O:31])[CH2:17][C:18]([NH:45][OH:46])=[O:19])[CH:9]=[CH:10][C:11]=2[O:12][CH:13]([F:15])[F:14])[CH2:3][CH2:2]1.